This data is from Peptide-MHC class II binding affinity with 134,281 pairs from IEDB. The task is: Regression. Given a peptide amino acid sequence and an MHC pseudo amino acid sequence, predict their binding affinity value. This is MHC class II binding data. (1) The peptide sequence is IRQAGVQYSR. The MHC is DRB1_0405 with pseudo-sequence DRB1_0405. The binding affinity (normalized) is 0.378. (2) The peptide sequence is VKFHTQAFSAHGSGR. The MHC is HLA-DQA10501-DQB10402 with pseudo-sequence HLA-DQA10501-DQB10402. The binding affinity (normalized) is 0.723. (3) The peptide sequence is APANDKFTVFEAAFN. The MHC is DRB1_0401 with pseudo-sequence DRB1_0401. The binding affinity (normalized) is 0.565. (4) The binding affinity (normalized) is 0.474. The peptide sequence is PKDSDEFIPMKSSWG. The MHC is DRB1_0901 with pseudo-sequence DRB1_0901. (5) The peptide sequence is YDSLTTPTASVCQSE. The MHC is H-2-IAb with pseudo-sequence H-2-IAb. The binding affinity (normalized) is 0.406. (6) The peptide sequence is PKGISRMSMAMGTMA. The MHC is DRB5_0101 with pseudo-sequence DRB5_0101. The binding affinity (normalized) is 0.756.